Dataset: Forward reaction prediction with 1.9M reactions from USPTO patents (1976-2016). Task: Predict the product of the given reaction. (1) The product is: [F:1][C:2]1[CH:7]=[CH:6][CH:5]=[C:4]([F:8])[C:3]=1[N:9]1[C:14]2[N:15]=[C:16]([NH:32][CH2:33][CH2:34][OH:35])[N:17]=[C:18]([C:19]3[CH:24]=[CH:23][C:22]([F:25])=[CH:21][C:20]=3[CH3:26])[C:13]=2[CH:12]=[CH:11][C:10]1=[O:31]. Given the reactants [F:1][C:2]1[CH:7]=[CH:6][CH:5]=[C:4]([F:8])[C:3]=1[N:9]1[C:14]2[N:15]=[C:16](S(C)(=O)=O)[N:17]=[C:18]([C:19]3[CH:24]=[CH:23][C:22]([F:25])=[CH:21][C:20]=3[CH3:26])[C:13]=2[CH:12]=[CH:11][C:10]1=[O:31].[NH2:32][CH2:33][CH2:34][OH:35], predict the reaction product. (2) Given the reactants [NH2:1][C:2]1[C:3]([CH2:8][C:9]([O:11][CH2:12][CH3:13])=[O:10])=[N:4][CH:5]=[CH:6][CH:7]=1.[CH:14](OC)(OC)OC.[N-:21]=[N+:22]=[N-:23].[Na+], predict the reaction product. The product is: [N:1]1([C:2]2[C:3]([CH2:8][C:9]([O:11][CH2:12][CH3:13])=[O:10])=[N:4][CH:5]=[CH:6][CH:7]=2)[CH:14]=[N:23][N:22]=[N:21]1. (3) Given the reactants [CH3:1][O:2][CH2:3][CH2:4][C:5]1[C:9](C)=[CH:8][NH:7][N:6]=1.N1C=CC=N1, predict the reaction product. The product is: [CH3:1][O:2][CH2:3][CH2:4][C:5]1[CH:9]=[CH:8][NH:7][N:6]=1. (4) Given the reactants [Cl:1][C:2]1[CH:7]=[CH:6][N:5]=[C:4]([NH2:8])[CH:3]=1.[Br:9]N1C(=O)CCC1=O.C(Cl)Cl.[OH-].[Na+], predict the reaction product. The product is: [Br:9][C:7]1[C:2]([Cl:1])=[CH:3][C:4]([NH2:8])=[N:5][CH:6]=1. (5) Given the reactants [Br:1][C:2]1[C:3]([C:8]([N:10]2[CH2:15][CH2:14][N:13]([CH2:16][C:17]([C:19]3[CH:24]=[CH:23][C:22]([F:25])=[CH:21][CH:20]=3)=O)[CH2:12][CH2:11]2)=[O:9])=[N:4][N:5]([CH3:7])[CH:6]=1.Cl.[O:27]([NH2:29])[CH3:28], predict the reaction product. The product is: [CH3:28][O:27][N:29]=[C:17]([C:19]1[CH:24]=[CH:23][C:22]([F:25])=[CH:21][CH:20]=1)[CH2:16][N:13]1[CH2:14][CH2:15][N:10]([C:8]([C:3]2[C:2]([Br:1])=[CH:6][N:5]([CH3:7])[N:4]=2)=[O:9])[CH2:11][CH2:12]1. (6) The product is: [CH3:1][C:2]1[N:6]([CH:7]([CH3:8])[CH3:9])[C:5]([C:10]2[CH:15]=[CH:14][N:13]=[C:12]([NH:16][C:17]3[CH:18]=[CH:19][C:20]([C:23]([N:25]4[CH2:29][CH2:28][C@H:27]([N:35]5[CH2:40][CH2:39][O:38][CH2:37][CH2:36]5)[CH2:26]4)=[O:24])=[CH:21][CH:22]=3)[N:11]=2)=[CH:4][N:3]=1. Given the reactants [CH3:1][C:2]1[N:6]([CH:7]([CH3:9])[CH3:8])[C:5]([C:10]2[CH:15]=[CH:14][N:13]=[C:12]([NH:16][C:17]3[CH:22]=[CH:21][C:20]([C:23]([N:25]4[CH2:29][CH2:28][C@@H:27](OS(C)(=O)=O)[CH2:26]4)=[O:24])=[CH:19][CH:18]=3)[N:11]=2)=[CH:4][N:3]=1.[NH:35]1[CH2:40][CH2:39][O:38][CH2:37][CH2:36]1, predict the reaction product. (7) Given the reactants [CH3:1][CH:2]([NH:4][C:5]([N:7]1[C:12](=[O:13])[N:11]([C:14]2[CH:15]=[C:16]([Cl:21])[CH:17]=[C:18]([Cl:20])[CH:19]=2)[C:9](=[O:10])[CH2:8]1)=[O:6])[CH3:3].C1(S(OC)(=O)=[O:33])C2C(=CC=CC=2)C=CC=1.[Na].C=O.S([O-])(OCCCCCCCCCCCC)(=O)=O.[Na+], predict the reaction product. The product is: [CH3:3][CH:2]([NH:4][C:5]([N:7]1[C:12](=[O:13])[N:11]([C:14]2[CH:19]=[C:18]([Cl:20])[CH:17]=[C:16]([Cl:21])[CH:15]=2)[C:9](=[O:10])[CH2:8]1)=[O:6])[CH3:1].[OH2:33].